Dataset: Catalyst prediction with 721,799 reactions and 888 catalyst types from USPTO. Task: Predict which catalyst facilitates the given reaction. (1) Reactant: [C:1]([O:5][C:6]([N:8]1[CH2:12][C@@H:11]([CH2:13][N:14]([CH:31]([CH3:33])[CH3:32])[C:15](=[O:30])[C:16]2[CH:21]=[CH:20][C:19]([O:22][CH3:23])=[C:18]([O:24][CH2:25][CH2:26][CH2:27][O:28][CH3:29])[CH:17]=2)[C@H:10]([NH2:34])[CH2:9]1)=[O:7])([CH3:4])([CH3:3])[CH3:2].Br[CH2:36][C:37]([NH:39][CH:40]1[CH2:42][CH2:41]1)=[O:38].C(=O)([O-])[O-].[Cs+].[Cs+].C([O-])(O)=O.[Na+]. The catalyst class is: 31. Product: [C:1]([O:5][C:6]([N:8]1[CH2:12][C@@H:11]([CH2:13][N:14]([CH:31]([CH3:32])[CH3:33])[C:15](=[O:30])[C:16]2[CH:21]=[CH:20][C:19]([O:22][CH3:23])=[C:18]([O:24][CH2:25][CH2:26][CH2:27][O:28][CH3:29])[CH:17]=2)[C@H:10]([NH:34][CH2:36][C:37](=[O:38])[NH:39][CH:40]2[CH2:42][CH2:41]2)[CH2:9]1)=[O:7])([CH3:3])([CH3:4])[CH3:2]. (2) The catalyst class is: 107. Reactant: N[C:2]1[N:10]=[C:9]2[C:5]([N:6]=[CH:7][N:8]2[C@@H:11]2[O:23][C@H:22]([CH2:24][O:25][C:26](=[O:28])[CH3:27])[C@@H:17]([O:18][C:19](=[O:21])[CH3:20])[C@H:12]2[O:13][C:14](=[O:16])[CH3:15])=[C:4]([Cl:29])[N:3]=1.O.N(OC(C)(C)C)=[O:32]. Product: [Cl:29][C:4]1[N:3]=[C:2]([OH:32])[N:10]=[C:9]2[C:5]=1[N:6]=[CH:7][N:8]2[C@@H:11]1[O:23][C@H:22]([CH2:24][O:25][C:26](=[O:28])[CH3:27])[C@@H:17]([O:18][C:19](=[O:21])[CH3:20])[C@H:12]1[O:13][C:14](=[O:16])[CH3:15]. (3) Product: [C:1]([C:10]1[CH:22]=[CH:21][C:13]([CH2:14][CH:15]2[CH2:19][CH2:18][CH2:17][C:16]2=[O:20])=[CH:12][CH:11]=1)#[C:2][CH2:3][CH2:4][CH2:5][CH2:6][CH2:7][CH3:8]. The catalyst class is: 1. Reactant: [CH:1]#[C:2][CH2:3][CH2:4][CH2:5][CH2:6][CH2:7][CH3:8].I[C:10]1[CH:22]=[CH:21][C:13]([CH2:14][CH:15]2[CH2:19][CH2:18][CH2:17][C:16]2=[O:20])=[CH:12][CH:11]=1. (4) Reactant: [ClH:1].[CH3:2][N:3]([CH3:25])[C:4]1([C:20]2[S:21][CH:22]=[CH:23][CH:24]=2)[CH2:9][CH2:8][N:7]([CH2:10][CH2:11][NH:12]C(=O)OC(C)(C)C)[CH2:6][CH2:5]1.CO.C(Cl)(Cl)[Cl:29]. Product: [ClH:29].[ClH:1].[ClH:29].[NH2:12][CH2:11][CH2:10][N:7]1[CH2:8][CH2:9][C:4]([C:20]2[S:21][CH:22]=[CH:23][CH:24]=2)([N:3]([CH3:25])[CH3:2])[CH2:5][CH2:6]1. The catalyst class is: 22.